From a dataset of Reaction yield outcomes from USPTO patents with 853,638 reactions. Predict the reaction yield, written as a fraction of the theoretical maximum amount of product (1.0 means a 100% yield; for example, 0.34 means a 34% yield). (1) The reactants are C([O:5][C:6](=O)[NH:7][C@H:8]([C:13](=[O:33])[NH:14][CH:15]1[CH2:21][CH:20]([CH3:22])[CH2:19][N:18]([S:23]([C:26]2[CH:31]=[CH:30][CH:29]=[CH:28][N:27]=2)(=[O:25])=[O:24])[CH2:17][CH:16]1[OH:32])[CH2:9][CH:10]([CH3:12])[CH3:11])(C)(C)C.Cl.O1CCOCC1.Cl.[CH3:43][O:44][C:45]1[CH:46]=[CH:47][C:48]2[O:52][C:51](C(O)=O)=[CH:50][C:49]=2[CH:56]=1.CN(C(ON1N=NC2C=CC=CC1=2)=[N+](C)C)C.F[P-](F)(F)(F)(F)F.CN1CCOCC1. No catalyst specified. The product is [OH:32][CH:16]1[CH:15]([NH:14][C:13]([C@@H:8]([NH:7][C:6]([C:51]2[O:52][C:48]3[CH:47]=[CH:46][C:45]([O:44][CH3:43])=[CH:56][C:49]=3[CH:50]=2)=[O:5])[CH2:9][CH:10]([CH3:11])[CH3:12])=[O:33])[CH2:21][CH:20]([CH3:22])[CH2:19][N:18]([S:23]([C:26]2[CH:31]=[CH:30][CH:29]=[CH:28][N:27]=2)(=[O:25])=[O:24])[CH2:17]1. The yield is 0.690. (2) The reactants are [Br:1][C:2]1[NH:6][C:5]([C@@H:7]2[CH2:11][C@H:10]([CH3:12])[CH2:9][N:8]2[C:13]([O:15]C(C)(C)C)=O)=[N:4][CH:3]=1.[CH3:20][O:21][C:22]([NH:24][C@@H:25]([C@@H:29]([CH3:32])[CH2:30][CH3:31])C(O)=O)=[O:23].CN(C(ON1N=NC2C=CC=NC1=2)=[N+](C)C)C.F[P-](F)(F)(F)(F)F.CCN(C(C)C)C(C)C.C([O-])(O)=O.[Na+]. The catalyst is Cl.CCO.CN(C=O)C. The product is [Br:1][C:2]1[NH:6][C:5]([C@@H:7]2[CH2:11][C@H:10]([CH3:12])[CH2:9][N:8]2[C:13](=[O:15])[C@@H:25]([NH:24][C:22](=[O:23])[O:21][CH3:20])[C@@H:29]([CH3:32])[CH2:30][CH3:31])=[N:4][CH:3]=1. The yield is 0.810. (3) The product is [I:1][C:2]1[CH:9]=[CH:8][C:5]([C:6]2[CH:18]=[CH:17][NH:30][CH:29]=2)=[CH:4][CH:3]=1. The yield is 0.910. No catalyst specified. The reactants are [I:1][C:2]1[CH:9]=[CH:8][C:5]([CH:6]=O)=[CH:4][CH:3]=1.C(O[CH2:17][CH3:18])(=O)CC([O-])=O.S([CH2:29][N+:30]#[C-])(C1C=CC(C)=CC=1)(=O)=O.